This data is from Forward reaction prediction with 1.9M reactions from USPTO patents (1976-2016). The task is: Predict the product of the given reaction. Given the reactants [C:1]([O:5][C:6]([N:8]1[CH2:13][CH2:12][N:11]([C:14]2[CH:22]=[CH:21][CH:20]=[C:19]3[C:15]=2[C:16](I)=[N:17][NH:18]3)[CH2:10][CH2:9]1)=[O:7])([CH3:4])([CH3:3])[CH3:2].[C:24]1([S:30]([O-:32])=[O:31])[CH:29]=[CH:28][CH:27]=[CH:26][CH:25]=1.[Na+], predict the reaction product. The product is: [C:1]([O:5][C:6]([N:8]1[CH2:13][CH2:12][N:11]([C:14]2[CH:22]=[CH:21][CH:20]=[C:19]3[C:15]=2[C:16]([S:30]([C:24]2[CH:29]=[CH:28][CH:27]=[CH:26][CH:25]=2)(=[O:32])=[O:31])=[N:17][NH:18]3)[CH2:10][CH2:9]1)=[O:7])([CH3:4])([CH3:3])[CH3:2].